This data is from CYP3A4 inhibition data for predicting drug metabolism from PubChem BioAssay. The task is: Regression/Classification. Given a drug SMILES string, predict its absorption, distribution, metabolism, or excretion properties. Task type varies by dataset: regression for continuous measurements (e.g., permeability, clearance, half-life) or binary classification for categorical outcomes (e.g., BBB penetration, CYP inhibition). Dataset: cyp3a4_veith. (1) The compound is Cc1cc(N2CCOCC2)ncc1[N+](=O)[O-]. The result is 0 (non-inhibitor). (2) The molecule is Fc1ccccc1NC(=S)NCCc1ccccc1. The result is 1 (inhibitor). (3) The compound is O=C(NC(=S)Nc1ccc(Oc2ccc(Cl)cc2)cc1)c1ccccc1. The result is 0 (non-inhibitor). (4) The compound is O=C(O)c1ccc(C(=O)c2ccccc2)c(C(=O)O)c1. The result is 0 (non-inhibitor). (5) The drug is O=C(c1ccco1)N1CCC2(CCN(Cc3cc(C(F)(F)F)cc(C(F)(F)F)c3)CC2)CC1. The result is 0 (non-inhibitor). (6) The compound is CN1CCN(c2ccnc(-c3ccoc3)n2)CC1. The result is 0 (non-inhibitor). (7) The compound is Cn1c(=O)c(-c2ccccc2)nc2cnc(N3CCNCC3)nc21. The result is 0 (non-inhibitor). (8) The result is 0 (non-inhibitor). The compound is CCOc1ccc(/C=C/C(=O)Nc2ccc(OC)cc2[N+](=O)[O-])cc1.